Dataset: Forward reaction prediction with 1.9M reactions from USPTO patents (1976-2016). Task: Predict the product of the given reaction. (1) Given the reactants F[C:2]1[CH:7]=[CH:6][C:5]([C:8](=[O:21])[CH2:9][CH2:10][C:11]([NH:13][CH2:14][C:15]2[CH:16]=[N:17][CH:18]=[CH:19][CH:20]=2)=[O:12])=[CH:4][C:3]=1[CH3:22].[CH2:23]([C:25]1[CH:26]=[C:27]([OH:33])[CH:28]=[CH:29][C:30]=1[O:31][CH3:32])[CH3:24].C([O-])([O-])=O.[K+].[K+].C1OCCOCCOCCOCCOCCOC1, predict the reaction product. The product is: [CH2:23]([C:25]1[CH:26]=[C:27]([CH:28]=[CH:29][C:30]=1[O:31][CH3:32])[O:33][C:2]1[CH:7]=[CH:6][C:5]([C:8](=[O:21])[CH2:9][CH2:10][C:11]([NH:13][CH2:14][C:15]2[CH:16]=[N:17][CH:18]=[CH:19][CH:20]=2)=[O:12])=[CH:4][C:3]=1[CH3:22])[CH3:24]. (2) Given the reactants [Cl:1][C:2]1[CH:3]=[C:4]([C@:9]([O:16]C(=O)CCC)([C:12]([F:15])([F:14])[F:13])[C:10]#[CH:11])[CH:5]=[C:6]([Cl:8])[CH:7]=1.I[C:23]1[CH:24]=[CH:25][C:26]([N:31]2[CH:35]=[N:34][CH:33]=[N:32]2)=[C:27]([CH:30]=1)[C:28]#[N:29].C(N(CC)CC)C, predict the reaction product. The product is: [Cl:8][C:6]1[CH:5]=[C:4]([C@:9]([OH:16])([C:12]([F:13])([F:14])[F:15])[C:10]#[C:11][C:23]2[CH:24]=[CH:25][C:26]([N:31]3[CH:35]=[N:34][CH:33]=[N:32]3)=[C:27]([CH:30]=2)[C:28]#[N:29])[CH:3]=[C:2]([Cl:1])[CH:7]=1. (3) The product is: [CH3:10][C:8]([C:5]1[CH:4]=[CH:3][C:2]([OH:1])=[CH:7][CH:6]=1)([C:11]1[CH:16]=[CH:15][C:14]([OH:17])=[CH:13][CH:12]=1)[CH3:9].[C:18]1([OH:24])[CH:23]=[CH:22][CH:21]=[CH:20][CH:19]=1. Given the reactants [OH:1][C:2]1[CH:7]=[CH:6][C:5]([C:8]([C:11]2[CH:16]=[CH:15][C:14]([OH:17])=[CH:13][CH:12]=2)([CH3:10])[CH3:9])=[CH:4][CH:3]=1.[C:18]1([OH:24])[CH:23]=[CH:22][CH:21]=[CH:20][CH:19]=1.CC(C)=O, predict the reaction product.